From a dataset of Full USPTO retrosynthesis dataset with 1.9M reactions from patents (1976-2016). Predict the reactants needed to synthesize the given product. (1) Given the product [CH:26](=[N:2][CH:3]([CH2:9][CH2:10][CH2:11][CH3:12])[C:4]([O:6][CH2:7][CH3:8])=[O:5])[C:27]1[CH:32]=[CH:31][CH:30]=[CH:29][CH:28]=1, predict the reactants needed to synthesize it. The reactants are: Cl.[NH2:2][CH:3]([CH2:9][CH2:10][CH2:11][CH3:12])[C:4]([O:6][CH2:7][CH3:8])=[O:5].[O-]S([O-])(=O)=O.[Mg+2].CCN(CC)CC.[CH:26](=O)[C:27]1[CH:32]=[CH:31][CH:30]=[CH:29][CH:28]=1. (2) Given the product [C:12]([CH:11]1[O:16][C:6]2[N:7]=[C:2]([Cl:1])[N:3]=[C:4]([N:17]3[CH2:22][CH2:21][O:20][CH2:19][CH2:18]3)[C:5]=2[O:9][CH2:10]1)([CH3:15])([CH3:14])[CH3:13], predict the reactants needed to synthesize it. The reactants are: [Cl:1][C:2]1[N:7]=[C:6](Cl)[C:5]([O:9][CH2:10][CH:11]([OH:16])[C:12]([CH3:15])([CH3:14])[CH3:13])=[C:4]([N:17]2[CH2:22][CH2:21][O:20][CH2:19][CH2:18]2)[N:3]=1.[H-].[Na+]. (3) Given the product [CH3:16][C:17]1([CH3:39])[S:21][C@@H:20]2[C@H:22]([NH2:25])[C:23](=[O:24])[N:19]2[C@H:18]1[C:36]([OH:38])=[O:37], predict the reactants needed to synthesize it. The reactants are: CC(S[C@@H]1O[C@H](CO)[C@H](O)[C@H](O)[C@H]1O)C.[CH3:16][C:17]1([CH3:39])[S:21][C@@H:20]2[C@H:22]([NH:25]C(COC3C=CC=CC=3)=O)[C:23](=[O:24])[N:19]2[C@H:18]1[C:36]([OH:38])=[O:37].